This data is from Catalyst prediction with 721,799 reactions and 888 catalyst types from USPTO. The task is: Predict which catalyst facilitates the given reaction. (1) The catalyst class is: 32. Product: [CH3:1][C@H:2]1[CH2:7][CH2:6][C@H:5]([C:8]([N:10]([CH:33]([CH3:35])[CH3:34])[C:11]2[CH:15]=[C:14]([C:16]3[CH:17]=[CH:18][C:19]([NH:22][C:23]([C:25]4[N:26]=[CH:27][S:28][CH:29]=4)=[O:24])=[CH:20][CH:21]=3)[S:13][C:12]=2[C:30]([O-:32])=[O:31])=[O:9])[CH2:4][CH2:3]1.[Na+:37]. Reactant: [CH3:1][C@H:2]1[CH2:7][CH2:6][C@H:5]([C:8]([N:10]([CH:33]([CH3:35])[CH3:34])[C:11]2[CH:15]=[C:14]([C:16]3[CH:21]=[CH:20][C:19]([NH:22][C:23]([C:25]4[N:26]=[CH:27][S:28][CH:29]=4)=[O:24])=[CH:18][CH:17]=3)[S:13][C:12]=2[C:30]([OH:32])=[O:31])=[O:9])[CH2:4][CH2:3]1.[OH-].[Na+:37]. (2) Reactant: [C:1]([O:5][C:6]([N:8]1[CH2:12][C:11](=[N:13][O:14][CH3:15])[CH2:10][CH:9]1[C:16]([OH:18])=[O:17])=[O:7])([CH3:4])([CH3:3])[CH3:2].CO.[CH3:21][Si](C=[N+:26]=[N-:27])(C)C. Product: [NH:26]([C:16]([C@@H:9]1[CH2:10][C:11](=[N:13][O:14][CH3:15])[CH2:12][N:8]1[C:6]([O:5][C:1]([CH3:2])([CH3:3])[CH3:4])=[O:7])=[O:18])[NH2:27].[CH3:15][O:14][N:13]=[C:11]1[CH2:12][N:8]([C:6]([O:5][C:1]([CH3:4])([CH3:2])[CH3:3])=[O:7])[C@H:9]([C:16]([O:18][CH3:21])=[O:17])[CH2:10]1. The catalyst class is: 11. (3) Reactant: CO[C:3]1[CH:4]=[CH:5][C:6](/[CH:15]=[C:16]2/[C:17]([NH:19][C:20]([S:22]/2)=[NH:21])=[O:18])=[CH:7][C:8]=1OC1CCCC1.[C:23](C1C=CC(C=O)=CC=1)([OH:25])=[O:24]. Product: [NH:21]=[C:20]1[NH:19][C:17](=[O:18])[C:16](=[CH:15][C:6]2[CH:7]=[CH:8][C:3]([C:23]([OH:25])=[O:24])=[CH:4][CH:5]=2)[S:22]1. The catalyst class is: 15.